Predict the reactants needed to synthesize the given product. From a dataset of Full USPTO retrosynthesis dataset with 1.9M reactions from patents (1976-2016). (1) Given the product [Cl:26][CH2:25][CH2:24][N:4]1[CH2:5][CH2:6][N:1]([C:7]([O:9][CH2:10][C:11]2[CH:16]=[CH:15][CH:14]=[CH:13][CH:12]=2)=[O:8])[CH2:2][CH2:3]1, predict the reactants needed to synthesize it. The reactants are: [N:1]1([C:7]([O:9][CH2:10][C:11]2[CH:16]=[CH:15][CH:14]=[CH:13][CH:12]=2)=[O:8])[CH2:6][CH2:5][NH:4][CH2:3][CH2:2]1.C([O-])([O-])=O.[K+].[K+].Br[CH2:24][CH2:25][Cl:26]. (2) Given the product [CH:1]1([CH2:6][CH2:7][NH:9][C:10]2[CH:11]=[CH:12][C:13]([NH:16][C:17]([N:19]3[CH2:27][C:26]4[C:21](=[CH:22][CH:23]=[C:24]([CH2:28][OH:29])[CH:25]=4)[CH2:20]3)=[O:18])=[CH:14][CH:15]=2)[CH2:5][CH2:4][CH2:3][CH2:2]1, predict the reactants needed to synthesize it. The reactants are: [CH:1]1([CH2:6][C:7]([NH:9][C:10]2[CH:15]=[CH:14][C:13]([NH:16][C:17]([N:19]3[CH2:27][C:26]4[C:21](=[CH:22][CH:23]=[C:24]([C:28](O)=[O:29])[CH:25]=4)[CH2:20]3)=[O:18])=[CH:12][CH:11]=2)=O)[CH2:5][CH2:4][CH2:3][CH2:2]1.B.CO. (3) Given the product [CH2:16]([N:20]([CH2:25][C:26]1[CH:31]=[CH:30][C:29]2[N:32]([CH2:33][CH2:34][CH2:35][N:36]([CH3:45])[CH2:37][CH2:38][C:5]3[CH:4]=[CH:3][CH:8]=[CH:7][N:47]=3)[C:14]([NH:13][C:5]3[CH:4]=[C:3]([O:2][CH3:1])[C:8]([O:9][CH3:10])=[C:7]([O:11][CH3:12])[CH:6]=3)=[N:46][C:28]=2[CH:27]=1)[CH2:21][CH:22]([CH3:23])[CH3:24])[CH:17]([CH3:18])[CH3:19], predict the reactants needed to synthesize it. The reactants are: [CH3:1][O:2][C:3]1[CH:4]=[C:5]([N:13]=[C:14]=S)[CH:6]=[C:7]([O:11][CH3:12])[C:8]=1[O:9][CH3:10].[CH2:16]([N:20]([CH2:25][C:26]1[CH:27]=[C:28]([NH2:46])[C:29]([NH:32][CH2:33][CH2:34][CH2:35][N:36]([CH3:45])[CH2:37][CH2:38]C2C=CN=CC=2)=[CH:30][CH:31]=1)[CH2:21][CH:22]([CH3:24])[CH3:23])[CH:17]([CH3:19])[CH3:18].[NH3:47]. (4) The reactants are: [CH2:1]([O:5][CH2:6][CH2:7][O:8][C:9]1[CH:14]=[CH:13][C:12]([C:15]2[CH:20]=[CH:19][C:18]([N:21]3[CH2:25][CH2:24][CH:23]([CH3:26])[CH2:22]3)=[C:17](/[CH:27]=[CH:28]/[C:29]([O:31]CC)=[O:30])[CH:16]=2)=[CH:11][CH:10]=1)[CH2:2][CH2:3][CH3:4].[OH-].[Na+].Cl. Given the product [CH2:1]([O:5][CH2:6][CH2:7][O:8][C:9]1[CH:10]=[CH:11][C:12]([C:15]2[CH:20]=[CH:19][C:18]([N:21]3[CH2:25][CH2:24][CH:23]([CH3:26])[CH2:22]3)=[C:17](/[CH:27]=[CH:28]/[C:29]([OH:31])=[O:30])[CH:16]=2)=[CH:13][CH:14]=1)[CH2:2][CH2:3][CH3:4], predict the reactants needed to synthesize it. (5) Given the product [NH2:1][C:2]1[C:10]([Cl:11])=[C:9]([CH2:12][N:13]2[CH2:14][CH2:15][N:16]([C:19]([O:21][C:22]([CH3:23])([CH3:25])[CH3:24])=[O:20])[CH2:17][CH2:18]2)[C:8]([C:26]([F:29])([F:28])[F:27])=[CH:7][C:3]=1[C:4](=[O:5])[NH:39][CH2:38][C:36]1[CH:37]=[C:32]([Cl:31])[CH:33]=[CH:34][C:35]=1[S:40]([CH2:43][CH3:44])(=[O:42])=[O:41], predict the reactants needed to synthesize it. The reactants are: [NH2:1][C:2]1[C:10]([Cl:11])=[C:9]([CH2:12][N:13]2[CH2:18][CH2:17][N:16]([C:19]([O:21][C:22]([CH3:25])([CH3:24])[CH3:23])=[O:20])[CH2:15][CH2:14]2)[C:8]([C:26]([F:29])([F:28])[F:27])=[CH:7][C:3]=1[C:4](O)=[O:5].Cl.[Cl:31][C:32]1[CH:33]=[CH:34][C:35]([S:40]([CH2:43][CH3:44])(=[O:42])=[O:41])=[C:36]([CH2:38][NH2:39])[CH:37]=1.NC1C=CC(C(F)(F)F)=CC=1C(NCC1C=C(Br)C=CC=1S(CC)(=O)=O)=O.CN(C(ON1N=NC2C=CC=CC1=2)=[N+](C)C)C.F[P-](F)(F)(F)(F)F. (6) Given the product [ClH:1].[Cl:1][C:2]1[CH:3]=[CH:4][C:5]([C:8]2[S:17][C:11]3[C:12](=[O:16])[N:13]([C:19]4[CH:24]=[N:23][C:22]([N:25]5[CH2:29][CH2:28][C@H:27]([N:30]([CH3:32])[CH3:31])[CH2:26]5)=[CH:21][CH:20]=4)[CH:14]=[CH:15][C:10]=3[CH:9]=2)=[CH:6][CH:7]=1, predict the reactants needed to synthesize it. The reactants are: [Cl:1][C:2]1[CH:7]=[CH:6][C:5]([C:8]2[S:17][C:11]3[C:12](=[O:16])[NH:13][CH:14]=[CH:15][C:10]=3[CH:9]=2)=[CH:4][CH:3]=1.Br[C:19]1[CH:20]=[CH:21][C:22]([N:25]2[CH2:29][CH2:28][C@H:27]([N:30]([CH3:32])[CH3:31])[CH2:26]2)=[N:23][CH:24]=1.C([O-])([O-])=O.[Cs+].[Cs+].CNCCNC.Cl.